This data is from Catalyst prediction with 721,799 reactions and 888 catalyst types from USPTO. The task is: Predict which catalyst facilitates the given reaction. Reactant: [NH2:1][C:2]1[N:3]=[C:4](Cl)[C:5]2[CH:10]=[CH:9][N:8]([C@@H:11]3[O:17][C@H:16]([CH2:18][OH:19])[C@@H:14]([OH:15])[C@H:12]3O)[C:6]=2[N:7]=1.O.CC#N.[C:25](OC(C)(C)C(Br)=O)(=[O:27])C.C([O-])(O)=O.[Na+]. Product: [NH2:1][C:2]1[N:3]=[C:4]([O:27][CH3:25])[C:5]2[CH:10]=[CH:9][N:8]([C@@H:11]3[O:17][C@H:16]([CH2:18][OH:19])[C@H:14]4[O:15][C@@H:12]34)[C:6]=2[N:7]=1. The catalyst class is: 10.